From a dataset of Reaction yield outcomes from USPTO patents with 853,638 reactions. Predict the reaction yield, written as a fraction of the theoretical maximum amount of product (1.0 means a 100% yield; for example, 0.34 means a 34% yield). The reactants are [Br:1][C:2]1[CH:10]=[C:9]([CH:11]([CH3:13])[CH3:12])[C:8]([Br:14])=[C:7]2[C:3]=1[CH2:4][CH:5]([CH3:16])[C:6]2=[O:15].[BH4-].[Na+].[OH-].[K+].I[CH3:22]. The catalyst is C1COCC1.O.CO. The product is [Br:1][C:2]1[CH:10]=[C:9]([CH:11]([CH3:12])[CH3:13])[C:8]([Br:14])=[C:7]2[C:3]=1[CH2:4][CH:5]([CH3:16])[CH:6]2[O:15][CH3:22]. The yield is 0.990.